This data is from Peptide-MHC class I binding affinity with 185,985 pairs from IEDB/IMGT. The task is: Regression. Given a peptide amino acid sequence and an MHC pseudo amino acid sequence, predict their binding affinity value. This is MHC class I binding data. The peptide sequence is VEIALYQPI. The MHC is HLA-A26:01 with pseudo-sequence HLA-A26:01. The binding affinity (normalized) is 0.